Dataset: Full USPTO retrosynthesis dataset with 1.9M reactions from patents (1976-2016). Task: Predict the reactants needed to synthesize the given product. (1) Given the product [CH3:12][N:13]1[CH2:18][CH2:17][N:16]([CH2:7][C:6]2[CH:9]=[CH:10][CH:11]=[C:4]([N+:1]([O-:3])=[O:2])[CH:5]=2)[CH2:15][CH2:14]1, predict the reactants needed to synthesize it. The reactants are: [N+:1]([C:4]1[CH:5]=[C:6]([CH:9]=[CH:10][CH:11]=1)[CH2:7]Cl)([O-:3])=[O:2].[CH3:12][N:13]1[CH2:18][CH2:17][NH:16][CH2:15][CH2:14]1.C(=O)([O-])[O-].[K+].[K+]. (2) Given the product [CH2:2]([O:4][C:5]([C:7]1[C:8]2[S:16][CH:15]=[C:14]([CH2:17][O:18][C:19]3[CH:24]=[C:23]([C:25]4[N:29]([CH2:30][C:31]5[CH:36]=[CH:35][C:34]([O:37][CH3:38])=[CH:33][CH:32]=5)[C:28]([CH3:39])=[N:27][N:26]=4)[CH:22]=[CH:21][C:20]=3[CH3:40])[C:9]=2[C:10]([NH2:1])=[N:11][CH:12]=1)=[O:6])[CH3:3], predict the reactants needed to synthesize it. The reactants are: [NH3:1].[CH2:2]([O:4][C:5]([C:7]1[C:8]2[S:16][CH:15]=[C:14]([CH2:17][O:18][C:19]3[CH:24]=[C:23]([C:25]4[N:29]([CH2:30][C:31]5[CH:36]=[CH:35][C:34]([O:37][CH3:38])=[CH:33][CH:32]=5)[C:28]([CH3:39])=[N:27][N:26]=4)[CH:22]=[CH:21][C:20]=3[CH3:40])[C:9]=2[C:10](Cl)=[N:11][CH:12]=1)=[O:6])[CH3:3]. (3) Given the product [CH:18]1([NH:21][C:3]([C:5]2[CH:10]=[C:9]([CH:8]=[CH:7][N:6]=2)[C:11]([O:13][CH3:14])=[O:12])=[O:4])[CH2:20][CH2:19]1, predict the reactants needed to synthesize it. The reactants are: CO[C:3]([C:5]1[CH:10]=[C:9]([C:11]([O:13][CH3:14])=[O:12])[CH:8]=[CH:7][N:6]=1)=[O:4].[Mg+2].[Cl-].[Cl-].[CH:18]1([NH2:21])[CH2:20][CH2:19]1. (4) The reactants are: [C:1]([O:5][C:6]([N:8]1[CH2:13][CH2:12][N:11]([C:14]2[CH:15]=[N:16][C:17]([N+:20]([O-])=O)=[CH:18][CH:19]=2)[CH2:10][C:9]1([CH3:24])[CH3:23])=[O:7])([CH3:4])([CH3:3])[CH3:2]. Given the product [C:1]([O:5][C:6]([N:8]1[CH2:13][CH2:12][N:11]([C:14]2[CH:15]=[N:16][C:17]([NH2:20])=[CH:18][CH:19]=2)[CH2:10][C:9]1([CH3:24])[CH3:23])=[O:7])([CH3:4])([CH3:2])[CH3:3], predict the reactants needed to synthesize it. (5) Given the product [ClH:1].[CH2:3]([O:2][N:5]=[CH:6][C:8]1[CH:9]=[C:10]2[C:11]([C:14](=[C:20]3[CH:29]=[CH:28][C:27]4[C:22](=[CH:23][CH:24]=[C:25]([O:30][CH2:31][CH2:32][N:33]5[CH2:34][CH2:35][O:36][CH2:37][CH2:38]5)[CH:26]=4)[NH:21]3)[C:15](=[O:17])[NH:39]2)=[CH:12][CH:13]=1)[CH3:4], predict the reactants needed to synthesize it. The reactants are: [ClH:1].[O:2]([NH2:5])[CH2:3][CH3:4].[CH:6]([C:8]1[CH:13]=[CH:12][C:11]([C:14](=[C:20]2[CH:29]=[CH:28][C:27]3[C:22](=[CH:23][CH:24]=[C:25]([O:30][CH2:31][CH2:32][N:33]4[CH2:38][CH2:37][O:36][CH2:35][CH2:34]4)[CH:26]=3)[NH:21]2)[C:15]([O:17]CC)=O)=[C:10]([N+:39]([O-])=O)[CH:9]=1)=O. (6) Given the product [O:26]1[CH2:27][CH2:28][N:29]([CH2:32][C:33]([NH:47][C@@H:46]([CH3:48])[C:45]([O:44][CH2:37][C:38]2[CH:43]=[CH:42][CH:41]=[CH:40][CH:39]=2)=[O:49])=[O:35])[CH2:30][CH2:31]1, predict the reactants needed to synthesize it. The reactants are: C[N+]1(C2N=C(OC)N=C(OC)N=2)CCOCC1.[Cl-].CN1CCOCC1.[O:26]1[CH2:31][CH2:30][N:29]([CH2:32][C:33]([OH:35])=O)[CH2:28][CH2:27]1.Cl.[CH2:37]([O:44][C:45](=[O:49])[C@H:46]([CH3:48])[NH2:47])[C:38]1[CH:43]=[CH:42][CH:41]=[CH:40][CH:39]=1. (7) Given the product [Cl:1][C:2]1[CH:7]=[CH:6][C:5]([S:8]([N:11]([CH2:18][CH3:19])[C:12]2[CH:13]=[CH:14][CH:15]=[CH:16][CH:17]=2)(=[O:9])=[O:10])=[CH:4][C:3]=1[N:20]1[C:30](=[NH:31])[C:25]2[C:24](=[CH:29][CH:28]=[CH:27][CH:26]=2)[NH:23][C:21]1=[O:22], predict the reactants needed to synthesize it. The reactants are: [Cl:1][C:2]1[CH:7]=[CH:6][C:5]([S:8]([N:11]([CH2:18][CH3:19])[C:12]2[CH:17]=[CH:16][CH:15]=[CH:14][CH:13]=2)(=[O:10])=[O:9])=[CH:4][C:3]=1[NH:20][C:21]([NH:23][C:24]1[CH:29]=[CH:28][CH:27]=[CH:26][C:25]=1[C:30]#[N:31])=[O:22]. (8) Given the product [C:9]([O:8][C:6](=[O:7])[NH:13][C:14]1[CH:19]=[CH:18][C:17]([C:24]2([OH:27])[CH2:25][CH2:26][O:21][CH2:22][CH2:23]2)=[CH:16][CH:15]=1)([CH3:12])([CH3:11])[CH3:10], predict the reactants needed to synthesize it. The reactants are: C([Li])CCC.[C:6]([NH:13][C:14]1[CH:19]=[CH:18][C:17](Br)=[CH:16][CH:15]=1)([O:8][C:9]([CH3:12])([CH3:11])[CH3:10])=[O:7].[O:21]1[CH2:26][CH2:25][C:24](=[O:27])[CH2:23][CH2:22]1.[NH4+].[Cl-].